Dataset: CYP1A2 inhibition data for predicting drug metabolism from PubChem BioAssay. Task: Regression/Classification. Given a drug SMILES string, predict its absorption, distribution, metabolism, or excretion properties. Task type varies by dataset: regression for continuous measurements (e.g., permeability, clearance, half-life) or binary classification for categorical outcomes (e.g., BBB penetration, CYP inhibition). Dataset: cyp1a2_veith. (1) The drug is O=C(O)CSc1ccn(Cc2ccccc2)c1. The result is 0 (non-inhibitor). (2) The molecule is CC1(C)OC[C@@H]2O[C@H](n3cnc4c(N)nc(Cl)nc43)[C@@H](OS(C)(=O)=O)[C@@H]2O1. The result is 0 (non-inhibitor).